Predict the product of the given reaction. From a dataset of Forward reaction prediction with 1.9M reactions from USPTO patents (1976-2016). (1) Given the reactants [CH2:1]([N:8]1[C:21](=[O:22])[C@H:20](CC(O)=O)[CH2:19][C:18]2[CH:17]=[CH:16][C:15]3[NH:14][N:13]=[CH:12][C:11]=3[C:10]=2[CH2:9]1)[C:2]1[CH:7]=[CH:6][CH:5]=[CH:4][CH:3]=1.[NH:27]1[CH2:32][CH2:31][CH:30]([CH:33]2[CH2:42][C:41]3[C:36](=[CH:37][CH:38]=[CH:39][CH:40]=3)[NH:35][C:34]2=[O:43])[CH2:29][CH2:28]1.ClC1C2NN=CC=2C2CN(CC(C)(C)C)C(=O)[C@H](CC(=O)N3CCC([N:67]4CC5C(=CC=CC=5)N[C:68]4=[O:77])CC3)CC=2C=1, predict the reaction product. The product is: [CH2:1]([N:8]1[C:21](=[O:22])[C@H:20]([NH:67][C:68]([N:27]2[CH2:28][CH2:29][CH:30]([CH:33]3[CH2:42][C:41]4[C:36](=[CH:37][CH:38]=[CH:39][CH:40]=4)[NH:35][C:34]3=[O:43])[CH2:31][CH2:32]2)=[O:77])[CH2:19][C:18]2[CH:17]=[CH:16][C:15]3[NH:14][N:13]=[CH:12][C:11]=3[C:10]=2[CH2:9]1)[C:2]1[CH:7]=[CH:6][CH:5]=[CH:4][CH:3]=1. (2) Given the reactants [Si:1]([O:8][CH2:9][CH2:10][CH2:11][NH:12][C:13](=[O:22])[O:14][CH2:15][C:16]1[CH:21]=[CH:20][CH:19]=[CH:18][CH:17]=1)([C:4]([CH3:7])([CH3:6])[CH3:5])([CH3:3])[CH3:2].[H-].[Na+].I[CH3:26], predict the reaction product. The product is: [Si:1]([O:8][CH2:9][CH2:10][CH2:11][N:12]([CH3:26])[C:13](=[O:22])[O:14][CH2:15][C:16]1[CH:17]=[CH:18][CH:19]=[CH:20][CH:21]=1)([C:4]([CH3:6])([CH3:7])[CH3:5])([CH3:3])[CH3:2]. (3) Given the reactants Cl.Cl.[NH2:3][CH2:4][CH2:5][O:6][C:7]1[CH:8]=[CH:9][CH:10]=[C:11]2[C:16]=1[N:15]=[C:14]([CH3:17])[CH:13]=[C:12]2[NH:18][CH2:19][C:20]1[CH:25]=[CH:24][C:23]([Cl:26])=[CH:22][C:21]=1[Cl:27].[CH2:28]([S:32](Cl)(=[O:34])=[O:33])[CH:29]([CH3:31])[CH3:30], predict the reaction product. The product is: [Cl:27][C:21]1[CH:22]=[C:23]([Cl:26])[CH:24]=[CH:25][C:20]=1[CH2:19][NH:18][C:12]1[C:11]2[C:16](=[C:7]([O:6][CH2:5][CH2:4][NH:3][S:32]([CH2:28][CH:29]([CH3:31])[CH3:30])(=[O:34])=[O:33])[CH:8]=[CH:9][CH:10]=2)[N:15]=[C:14]([CH3:17])[CH:13]=1. (4) Given the reactants [C:1]1([N:7]2[CH2:12][CH2:11][CH2:10][C@@H:9]([NH:13][C:14]([C:16]3[CH:17]=[C:18]4[C:22](=[CH:23][CH:24]=3)[N:21](C(C3C=CC=CC=3)(C3C=CC=CC=3)C3C=CC=CC=3)[N:20]=[C:19]4[C:44]3[CH:49]=[CH:48][N:47]=[CH:46][CH:45]=3)=[O:15])[CH2:8]2)[CH:6]=[CH:5][CH:4]=[CH:3][CH:2]=1.C(O)(C(F)(F)F)=O.C([SiH](CC)CC)C, predict the reaction product. The product is: [C:1]1([N:7]2[CH2:12][CH2:11][CH2:10][C@@H:9]([NH:13][C:14]([C:16]3[CH:17]=[C:18]4[C:22](=[CH:23][CH:24]=3)[NH:21][N:20]=[C:19]4[C:44]3[CH:45]=[CH:46][N:47]=[CH:48][CH:49]=3)=[O:15])[CH2:8]2)[CH:6]=[CH:5][CH:4]=[CH:3][CH:2]=1. (5) Given the reactants [OH:1][C:2]1[CH:10]=[CH:9][C:5]([C:6]([OH:8])=[O:7])=[CH:4][CH:3]=1.[Si:11](Cl)([C:14]([CH3:17])([CH3:16])[CH3:15])([CH3:13])[CH3:12].N1C=CN=C1.C(=O)([O-])[O-].[K+].[K+], predict the reaction product. The product is: [Si:11]([O:1][C:2]1[CH:10]=[CH:9][C:5]([C:6]([OH:8])=[O:7])=[CH:4][CH:3]=1)([C:14]([CH3:17])([CH3:16])[CH3:15])([CH3:13])[CH3:12]. (6) Given the reactants [F:1][C:2]([F:14])([F:13])[C:3]1[C:7]([C:8]([O:10][CH2:11][CH3:12])=[O:9])=[CH:6][NH:5][N:4]=1.[H-].[Na+].F[C:18]1[CH:25]=[CH:24][C:21]([C:22]#[N:23])=[CH:20][CH:19]=1, predict the reaction product. The product is: [C:22]([C:21]1[CH:24]=[CH:25][C:18]([N:5]2[CH:6]=[C:7]([C:8]([O:10][CH2:11][CH3:12])=[O:9])[C:3]([C:2]([F:1])([F:13])[F:14])=[N:4]2)=[CH:19][CH:20]=1)#[N:23].